From a dataset of Peptide-MHC class II binding affinity with 134,281 pairs from IEDB. Regression. Given a peptide amino acid sequence and an MHC pseudo amino acid sequence, predict their binding affinity value. This is MHC class II binding data. (1) The peptide sequence is EEPDDIDCWCYGVEN. The MHC is DRB1_0301 with pseudo-sequence DRB1_0301. The binding affinity (normalized) is 0.166. (2) The peptide sequence is KKVIQLSRKTFDTEY. The MHC is DRB1_0301 with pseudo-sequence DRB1_0301. The binding affinity (normalized) is 0.631.